Dataset: Forward reaction prediction with 1.9M reactions from USPTO patents (1976-2016). Task: Predict the product of the given reaction. (1) The product is: [C:1]([C:5]1[CH:6]=[C:7]([C:18]2[C:19](=[O:24])[NH:20][CH:21]=[CH:22][CH:23]=2)[CH:8]=[C:9]([O:11][C:12]2[CH:17]=[CH:16][CH:15]=[CH:14][CH:13]=2)[CH:10]=1)([CH3:4])([CH3:2])[CH3:3]. Given the reactants [C:1]([C:5]1[CH:6]=[C:7]([C:18]2[C:19]([O:24]C)=[N:20][CH:21]=[CH:22][CH:23]=2)[CH:8]=[C:9]([O:11][C:12]2[CH:17]=[CH:16][CH:15]=[CH:14][CH:13]=2)[CH:10]=1)([CH3:4])([CH3:3])[CH3:2].Br.C([O-])(O)=O.[Na+], predict the reaction product. (2) Given the reactants [BrH:1].BrBr.[NH:4]1[CH2:9][CH2:8][C:7]([OH:11])(O)[CH2:6][CH2:5]1, predict the reaction product. The product is: [BrH:1].[Br:1][CH:6]1[C:7](=[O:11])[CH2:8][CH2:9][NH:4][CH2:5]1. (3) Given the reactants [CH3:1][O:2][CH2:3][CH2:4][N:5]1[CH2:9][C@@H:8]([C:10]2[CH:15]=[CH:14][CH:13]=[C:12]([C:16]([F:19])([F:18])[F:17])[CH:11]=2)[C@H:7]([NH:20]C(=O)OC(C)(C)C)[CH2:6]1.CC(O)C.[ClH:32], predict the reaction product. The product is: [ClH:32].[ClH:32].[CH3:1][O:2][CH2:3][CH2:4][N:5]1[CH2:9][C@@H:8]([C:10]2[CH:15]=[CH:14][CH:13]=[C:12]([C:16]([F:17])([F:18])[F:19])[CH:11]=2)[C@H:7]([NH2:20])[CH2:6]1.